Dataset: Forward reaction prediction with 1.9M reactions from USPTO patents (1976-2016). Task: Predict the product of the given reaction. (1) Given the reactants [CH3:1][O:2][C:3]1[C:8]2[N:9]=[CH:10][S:11][C:7]=2[CH:6]=[CH:5][CH:4]=1.C(O[C:17](=O)[NH:18][C@H:19]1[CH2:24][CH2:23][C@H:22]([C:25](=[O:30])N(OC)C)[CH2:21][CH2:20]1)(C)(C)C.[O:32]=[C:33]1[NH:38][C:37]2[CH:39]=[C:40](C=O)[CH:41]=[CH:42][C:36]=2[O:35][CH2:34]1, predict the reaction product. The product is: [CH3:1][O:2][C:3]1[C:8]2[N:9]=[C:10]([C:25]([C@H:22]3[CH2:21][CH2:20][C@H:19]([NH:18][CH2:17][C:40]4[CH:41]=[CH:42][C:36]5[O:35][CH2:34][C:33](=[O:32])[NH:38][C:37]=5[CH:39]=4)[CH2:24][CH2:23]3)=[O:30])[S:11][C:7]=2[CH:6]=[CH:5][CH:4]=1. (2) The product is: [CH:1]([N:4]1[CH:12]=[N:11][C:10]2[C:5]1=[N:6][C:7]([NH:21][C@@H:22]([CH2:29][CH3:30])[CH:23]([OH:28])[C:24]([CH3:27])([CH3:26])[CH3:25])=[N:8][C:9]=2[NH:13][CH2:14][C:15]1[CH:16]=[N:17][CH:18]=[CH:19][CH:20]=1)([CH3:3])[CH3:2]. Given the reactants [CH:1]([N:4]1[CH:12]=[N:11][C:10]2[C:5]1=[N:6][C:7]([NH:21][C@H:22]([CH2:29][CH3:30])[CH:23]([OH:28])[C:24]([CH3:27])([CH3:26])[CH3:25])=[N:8][C:9]=2[NH:13][CH2:14][C:15]1[CH:16]=[N:17][CH:18]=[CH:19][CH:20]=1)([CH3:3])[CH3:2].CCN(C(C)C)C(C)C.N[C@@H](CC)C(O)C(C)(C)C, predict the reaction product. (3) Given the reactants [C:1]([NH:5][C:6]1[CH:11]=[CH:10][C:9]([N+:12]([O-])=O)=[C:8]([O:15][CH3:16])[CH:7]=1)([CH3:4])([CH3:3])[CH3:2].[H][H], predict the reaction product. The product is: [C:1]([NH:5][C:6]1[CH:11]=[CH:10][C:9]([NH2:12])=[C:8]([O:15][CH3:16])[CH:7]=1)([CH3:4])([CH3:3])[CH3:2]. (4) The product is: [OH:29][C@H:27]([C@H:30]1[CH2:34][N:33]([C@H:35]([C:37]2[CH:38]=[CH:39][C:40]([O:43][CH3:44])=[CH:41][CH:42]=2)[CH3:36])[C:32](=[O:45])[CH2:31]1)[CH3:28]. Given the reactants C1(C)C=CC(S(N[C@H](C2C=CC=CC=2)[C@@H](C2C=CC=CC=2)N)(=O)=O)=CC=1.[C:27]([C@H:30]1[CH2:34][N:33]([C@H:35]([C:37]2[CH:42]=[CH:41][C:40]([O:43][CH3:44])=[CH:39][CH:38]=2)[CH3:36])[C:32](=[O:45])[CH2:31]1)(=[O:29])[CH3:28].C(O)=O.Cl, predict the reaction product. (5) Given the reactants Br[C:2]1[CH:3]=[CH:4][C:5]([O:28][CH3:29])=[C:6]([N:8]2[C:17]3[C:12](=[CH:13][C:14]([S:18]([NH:21][C:22]4[CH:26]=[CH:25][O:24][N:23]=4)(=[O:20])=[O:19])=[CH:15][CH:16]=3)[CH:11]=[CH:10][C:9]2=[O:27])[CH:7]=1.[Br-].[N:31]1[CH:36]=[CH:35][CH:34]=[CH:33][C:32]=1[Zn+].[Cl-].[NH4+], predict the reaction product. The product is: [O:24]1[CH:25]=[CH:26][C:22]([NH:21][S:18]([C:14]2[CH:13]=[C:12]3[C:17](=[CH:16][CH:15]=2)[N:8]([C:6]2[CH:7]=[C:2]([C:32]4[CH:33]=[CH:34][CH:35]=[CH:36][N:31]=4)[CH:3]=[CH:4][C:5]=2[O:28][CH3:29])[C:9](=[O:27])[CH:10]=[CH:11]3)(=[O:20])=[O:19])=[N:23]1. (6) Given the reactants C[O:2][C:3](=[O:34])[CH2:4][N:5]1[C:13]2[C:8](=[CH:9][C:10]([I:14])=[CH:11][CH:12]=2)[C:7](=[N:15][NH:16][C:17](=[O:32])[C:18]2[CH:23]=[CH:22][C:21]([NH:24][C:25](=[O:31])[CH2:26][CH2:27][CH2:28][CH2:29][CH3:30])=[CH:20][CH:19]=2)[C:6]1=[O:33].[OH-].[Na+], predict the reaction product. The product is: [C:25]([NH:24][C:21]1[CH:22]=[CH:23][C:18]([C:17]([NH:16][N:15]=[C:7]2[C:8]3[C:13](=[CH:12][CH:11]=[C:10]([I:14])[CH:9]=3)[N:5]([CH2:4][C:3]([OH:34])=[O:2])[C:6]2=[O:33])=[O:32])=[CH:19][CH:20]=1)(=[O:31])[CH2:26][CH2:27][CH2:28][CH2:29][CH3:30]. (7) Given the reactants [CH3:1][N:2]([C-:4]1[CH:8]=[CH:7][CH:6]=[CH:5]1)[CH3:3].[CH-:9]1[CH:13]=[CH:12][CH:11]=[CH:10]1.[Fe+2:14].B(F)(F)F.CCOCC.[Li]CCCC.[P:29](Cl)([C:36]1[CH:41]=[CH:40][CH:39]=[CH:38][CH:37]=1)[C:30]1[CH:35]=[CH:34][CH:33]=[CH:32][CH:31]=1, predict the reaction product. The product is: [C:36]1([P:29]([C:30]2[CH:31]=[CH:32][CH:33]=[CH:34][CH:35]=2)[C:5]2[C-:4]([N:2]([CH3:3])[CH3:1])[CH:8]=[CH:7][CH:6]=2)[CH:37]=[CH:38][CH:39]=[CH:40][CH:41]=1.[CH-:9]1[CH:13]=[CH:12][CH:11]=[CH:10]1.[Fe+2:14]. (8) Given the reactants [OH-].[Na+].[CH3:3][C:4]1([CH3:34])[CH2:32][C:8]2[C:9]([C:18]3[CH:19]=[C:20]([NH:24][C:25](=[O:31])[C:26]([O:28]CC)=[O:27])[CH:21]=[CH:22][CH:23]=3)=[C:10]([N:12]3[CH2:17][CH2:16][O:15][CH2:14][CH2:13]3)[S:11][C:7]=2[C:6](=[O:33])[CH2:5]1, predict the reaction product. The product is: [CH3:3][C:4]1([CH3:34])[CH2:32][C:8]2[C:9]([C:18]3[CH:19]=[C:20]([NH:24][C:25](=[O:31])[C:26]([OH:28])=[O:27])[CH:21]=[CH:22][CH:23]=3)=[C:10]([N:12]3[CH2:17][CH2:16][O:15][CH2:14][CH2:13]3)[S:11][C:7]=2[C:6](=[O:33])[CH2:5]1. (9) The product is: [C:26]([CH2:27][CH2:28][NH:29][C:7](=[O:8])[C:6]1[CH:10]=[CH:11][C:3]([O:2][CH3:1])=[C:4](/[CH:12]=[CH:13]/[C:14]2[CH:15]=[CH:16][C:17]([O:20][C:21]([F:23])([F:22])[F:24])=[CH:18][CH:19]=2)[CH:5]=1)#[N:25]. Given the reactants [CH3:1][O:2][C:3]1[CH:11]=[CH:10][C:6]([C:7](O)=[O:8])=[CH:5][C:4]=1/[CH:12]=[CH:13]/[C:14]1[CH:19]=[CH:18][C:17]([O:20][C:21]([F:24])([F:23])[F:22])=[CH:16][CH:15]=1.[NH2:25][CH2:26][CH2:27][C:28]#[N:29], predict the reaction product.